Dataset: Peptide-MHC class I binding affinity with 185,985 pairs from IEDB/IMGT. Task: Regression. Given a peptide amino acid sequence and an MHC pseudo amino acid sequence, predict their binding affinity value. This is MHC class I binding data. The peptide sequence is LESQHIISF. The MHC is HLA-B15:01 with pseudo-sequence HLA-B15:01. The binding affinity (normalized) is 0.626.